This data is from Forward reaction prediction with 1.9M reactions from USPTO patents (1976-2016). The task is: Predict the product of the given reaction. (1) Given the reactants [F:1][C:2]1[CH:3]=[C:4]2[C:10]([I:11])=[N:9][NH:8][C:5]2=[N:6][CH:7]=1.[F:12][C:13]1[CH:20]=[CH:19][CH:18]=[CH:17][C:14]=1[CH2:15]Br.C(=O)([O-])[O-].[Cs+].[Cs+], predict the reaction product. The product is: [F:1][C:2]1[CH:3]=[C:4]2[C:10]([I:11])=[N:9][N:8]([CH2:15][C:14]3[CH:17]=[CH:18][CH:19]=[CH:20][C:13]=3[F:12])[C:5]2=[N:6][CH:7]=1. (2) Given the reactants [OH:1][CH:2]([CH2:22][CH3:23])[CH2:3][CH2:4][NH:5][C:6]([C:8]1[N:9]=[N:10][C:11]([N:14]2[CH2:21][C:20]3[CH2:19][NH:18][CH2:17][C:16]=3[CH2:15]2)=[CH:12][CH:13]=1)=[O:7].FC(F)(F)C([O-])=O.[Br:31][C:32]1[CH:40]=[CH:39][C:38]([O:41][CH3:42])=[CH:37][C:33]=1[C:34](O)=[O:35].CN(C(ON1N=NC2C=CC=NC1=2)=[N+](C)C)C.F[P-](F)(F)(F)(F)F, predict the reaction product. The product is: [OH:1][CH:2]([CH2:22][CH3:23])[CH2:3][CH2:4][NH:5][C:6]([C:8]1[N:9]=[N:10][C:11]([N:14]2[CH2:21][C:20]3[CH2:19][N:18]([C:34](=[O:35])[C:33]4[CH:37]=[C:38]([O:41][CH3:42])[CH:39]=[CH:40][C:32]=4[Br:31])[CH2:17][C:16]=3[CH2:15]2)=[CH:12][CH:13]=1)=[O:7]. (3) Given the reactants [Br:1][C:2]1[CH:7]=[C:6]([N+:8]([O-:10])=[O:9])[C:5]([NH:11]C(=O)C(F)(F)F)=[C:4]([CH:18]2[CH2:22][CH2:21][CH2:20][O:19]2)[C:3]=1[F:23].O1CCOCC1.S(=O)(=O)(O)O.C([O-])(O)=O.[Na+], predict the reaction product. The product is: [Br:1][C:2]1[CH:7]=[C:6]([N+:8]([O-:10])=[O:9])[C:5]([NH2:11])=[C:4]([CH:18]2[CH2:22][CH2:21][CH2:20][O:19]2)[C:3]=1[F:23]. (4) Given the reactants O=[C:2]1[CH2:7][CH2:6][N:5]([C:8]([O:10][C:11]([CH3:14])([CH3:13])[CH3:12])=[O:9])[CH2:4][CH2:3]1.[NH:15]1[CH2:25][CH2:24][CH2:23][C@@H:17]([C:18]([O:20][CH2:21][CH3:22])=[O:19])[CH2:16]1.C([BH3-])#N.[Na+].O, predict the reaction product. The product is: [CH2:21]([O:20][C:18]([C@@H:17]1[CH2:23][CH2:24][CH2:25][N:15]([CH:2]2[CH2:7][CH2:6][N:5]([C:8]([O:10][C:11]([CH3:14])([CH3:13])[CH3:12])=[O:9])[CH2:4][CH2:3]2)[CH2:16]1)=[O:19])[CH3:22]. (5) Given the reactants [F:1][C:2]1[CH:7]=[CH:6][C:5]([C:8]2([C:14]([OH:16])=O)[CH2:13][CH2:12][CH2:11][CH2:10][CH2:9]2)=[CH:4][CH:3]=1.[NH2:17][CH2:18][CH2:19][CH2:20][N:21]1[CH2:26][CH2:25][CH:24]([C:27]2[CH:28]=[C:29]([NH:33][C:34](=[O:38])[CH:35]([CH3:37])[CH3:36])[CH:30]=[CH:31][CH:32]=2)[CH2:23][CH2:22]1, predict the reaction product. The product is: [F:1][C:2]1[CH:3]=[CH:4][C:5]([C:8]2([C:14]([NH:17][CH2:18][CH2:19][CH2:20][N:21]3[CH2:26][CH2:25][CH:24]([C:27]4[CH:32]=[CH:31][CH:30]=[C:29]([NH:33][C:34](=[O:38])[CH:35]([CH3:36])[CH3:37])[CH:28]=4)[CH2:23][CH2:22]3)=[O:16])[CH2:9][CH2:10][CH2:11][CH2:12][CH2:13]2)=[CH:6][CH:7]=1.